Dataset: HIV replication inhibition screening data with 41,000+ compounds from the AIDS Antiviral Screen. Task: Binary Classification. Given a drug SMILES string, predict its activity (active/inactive) in a high-throughput screening assay against a specified biological target. (1) The molecule is COC(=O)C1=CCC(n2cnc3c(Cl)nc(N)nc32)CC1. The result is 0 (inactive). (2) The drug is O=C1CCCCC1C(O)CC1CC(=O)N(c2ccccc2)C(=O)C1. The result is 0 (inactive). (3) The drug is O=C1CCC2CCC(=O)N12. The result is 0 (inactive). (4) The drug is Cc1c(C(=O)CC(=NNC(=O)C[n+]2ccccc2)C(=O)Nc2ccccc2)[n+]([O-])c2ccccc2[n+]1[O-].[Cl-]. The result is 0 (inactive).